Dataset: Full USPTO retrosynthesis dataset with 1.9M reactions from patents (1976-2016). Task: Predict the reactants needed to synthesize the given product. Given the product [CH3:39][C:36]1[CH:37]=[CH:38][C:33]([CH:8]([C:5]2[CH:4]=[CH:3][C:2]([CH3:1])=[CH:7][CH:6]=2)[C:9]2[S:13][C:12]([C:14]([NH:16][C@@H:17]([CH2:22][CH2:23][CH2:24][NH:25][C:26]([O:28][C:29]([CH3:32])([CH3:31])[CH3:30])=[O:27])[C:18]([OH:20])=[O:19])=[O:15])=[CH:11][CH:10]=2)=[CH:34][CH:35]=1, predict the reactants needed to synthesize it. The reactants are: [CH3:1][C:2]1[CH:7]=[CH:6][C:5]([CH:8]([C:33]2[CH:38]=[CH:37][C:36]([CH3:39])=[CH:35][CH:34]=2)[C:9]2[S:13][C:12]([C:14]([NH:16][C@@H:17]([CH2:22][CH2:23][CH2:24][NH:25][C:26]([O:28][C:29]([CH3:32])([CH3:31])[CH3:30])=[O:27])[C:18]([O:20]C)=[O:19])=[O:15])=[CH:11][CH:10]=2)=[CH:4][CH:3]=1.